From a dataset of Catalyst prediction with 721,799 reactions and 888 catalyst types from USPTO. Predict which catalyst facilitates the given reaction. (1) Reactant: [Cl:1][C:2]1[CH:3]=[N:4][CH:5]=[C:6]([Cl:9])[C:7]=1[CH3:8].C[O:11][C:12]([C:14]1[C:31]2[O:30][CH2:29][C:21]3([CH2:26][O:25][C:24]([CH3:28])([CH3:27])[O:23][CH2:22]3)[CH2:20][O:19][C:18]=2[C:17]([O:32][CH3:33])=[CH:16][CH:15]=1)=O.[Li+].C[Si]([N-][Si](C)(C)C)(C)C. Product: [Cl:1][C:2]1[CH:3]=[N:4][CH:5]=[C:6]([Cl:9])[C:7]=1[CH2:8][C:12]([C:14]1[C:31]2[O:30][CH2:29][C:21]3([CH2:26][O:25][C:24]([CH3:28])([CH3:27])[O:23][CH2:22]3)[CH2:20][O:19][C:18]=2[C:17]([O:32][CH3:33])=[CH:16][CH:15]=1)=[O:11]. The catalyst class is: 1. (2) Reactant: [O:1]1[CH:6]2[CH:2]1[CH2:3][N:4]([C:7]([O:9][CH2:10][C:11]1[CH:16]=[CH:15][CH:14]=[CH:13][CH:12]=1)=[O:8])[CH2:5]2.S(C)C.[CH2:20]([Mg]Br)[CH:21]([CH3:23])[CH3:22]. Product: [OH:1][C@H:6]1[C@H:2]([CH2:20][CH:21]([CH3:23])[CH3:22])[CH2:3][N:4]([C:7]([O:9][CH2:10][C:11]2[CH:16]=[CH:15][CH:14]=[CH:13][CH:12]=2)=[O:8])[CH2:5]1. The catalyst class is: 1. (3) The catalyst class is: 388. Product: [C:21]([C:20]1[CH:19]=[C:18]([C:3]2[CH:4]=[C:5]3[C:15](=[CH:16][C:2]=2[CH3:1])[O:14][C:8]2([CH2:13][CH2:12][CH2:11][O:10][CH2:9]2)[CH2:7][C:6]3=[N:32][C:31]#[N:30])[CH:25]=[CH:24][CH:23]=1)#[N:22]. Reactant: [CH3:1][C:2]1[CH:16]=[C:15]2[C:5]([C:6](=O)[CH2:7][C:8]3([O:14]2)[CH2:13][CH2:12][CH2:11][O:10][CH2:9]3)=[CH:4][C:3]=1[C:18]1[CH:19]=[C:20]([CH:23]=[CH:24][CH:25]=1)[C:21]#[N:22].C[Si]([N:30]=[C:31]=[N:32][Si](C)(C)C)(C)C. (4) Reactant: [H-].[Na+].[C:3]1([CH2:9][C:10]([O:12]C)=O)[CH:8]=[CH:7][CH:6]=[CH:5][CH:4]=1.[C:14](#[N:16])[CH3:15]. Product: [O:12]=[C:10]([CH2:9][C:3]1[CH:4]=[CH:5][CH:6]=[CH:7][CH:8]=1)[CH2:15][C:14]#[N:16]. The catalyst class is: 1. (5) Reactant: C(OC([NH:11][C:12]1[CH:17]=[CH:16][C:15]([O:18][C:19](=[O:23])[CH2:20][CH2:21][CH3:22])=[CH:14][C:13]=1C(CC)C([O-])=O)=O)C1C=CC=CC=1. Product: [C:19]([O:23][C:13]1[CH:14]=[C:15]([O:18][C:19](=[O:23])[CH2:20][CH2:21][CH3:22])[CH:16]=[CH:17][C:12]=1[NH2:11])(=[O:18])[CH2:20][CH2:21][CH3:22]. The catalyst class is: 19.